From a dataset of Peptide-MHC class II binding affinity with 134,281 pairs from IEDB. Regression. Given a peptide amino acid sequence and an MHC pseudo amino acid sequence, predict their binding affinity value. This is MHC class II binding data. (1) The peptide sequence is TDDNEEPIAAYHFDL. The MHC is DRB3_0101 with pseudo-sequence DRB3_0101. The binding affinity (normalized) is 0.542. (2) The binding affinity (normalized) is 0.0873. The MHC is HLA-DQA10301-DQB10302 with pseudo-sequence HLA-DQA10301-DQB10302. The peptide sequence is AVFEAALTKAITAMT. (3) The peptide sequence is GCNRLKRMAVSGDDC. The MHC is DRB1_1101 with pseudo-sequence DRB1_1101. The binding affinity (normalized) is 0.756. (4) The peptide sequence is SKEEKDTNGTDRAEI. The MHC is DRB1_0401 with pseudo-sequence DRB1_0401. The binding affinity (normalized) is 0. (5) The MHC is DRB1_0802 with pseudo-sequence DRB1_0802. The peptide sequence is LSELPDFLAKKGGEA. The binding affinity (normalized) is 0.319. (6) The peptide sequence is GYITTNVLREILKEL. The MHC is DRB4_0101 with pseudo-sequence DRB4_0103. The binding affinity (normalized) is 0.490. (7) The peptide sequence is FAVVDLNKMRAVWVDGKART. The MHC is DRB1_0901 with pseudo-sequence DRB1_0901. The binding affinity (normalized) is 0.589. (8) The peptide sequence is IQGNVTSIHSLLDEG. The MHC is HLA-DPA10201-DPB11401 with pseudo-sequence HLA-DPA10201-DPB11401. The binding affinity (normalized) is 0.132. (9) The binding affinity (normalized) is 0.220. The MHC is HLA-DQA10301-DQB10302 with pseudo-sequence HLA-DQA10301-DQB10302. The peptide sequence is PEDSALLEDPAG. (10) The peptide sequence is EGGVWTFDSEEPLQGPFNFR. The MHC is HLA-DQA10101-DQB10501 with pseudo-sequence HLA-DQA10101-DQB10501. The binding affinity (normalized) is 0.378.